Dataset: Reaction yield outcomes from USPTO patents with 853,638 reactions. Task: Predict the reaction yield, written as a fraction of the theoretical maximum amount of product (1.0 means a 100% yield; for example, 0.34 means a 34% yield). (1) The reactants are C[Si]([C:5]#[N:6])(C)C.[NH2:7][C:8]1[CH:13]=[CH:12][C:11]([CH2:14][CH2:15][CH2:16][C:17]([OH:19])=[O:18])=[CH:10][CH:9]=1.[C:20]1(=O)[CH2:23][CH2:22][CH2:21]1.S([O-])([O-])(=O)=O.[Na+].[Na+]. The catalyst is O1CCOCC1.CC(C)=O.ClCCl. The product is [C:5]([C:20]1([NH:7][C:8]2[CH:9]=[CH:10][C:11]([CH2:14][CH2:15][CH2:16][C:17]([OH:19])=[O:18])=[CH:12][CH:13]=2)[CH2:23][CH2:22][CH2:21]1)#[N:6]. The yield is 0.860. (2) The reactants are [Br:1][C:2]1[CH:7]=[CH:6][C:5]([NH:8][C:9](=[O:13])[CH2:10][CH2:11]Cl)=[CH:4][C:3]=1[Cl:14].[Cl-].[Al+3].[Cl-].[Cl-]. No catalyst specified. The product is [Br:1][C:2]1[CH:7]=[C:6]2[C:5](=[CH:4][C:3]=1[Cl:14])[NH:8][C:9](=[O:13])[CH2:10][CH2:11]2. The yield is 0.500. (3) The reactants are [NH2:1][C:2]1[CH:3]=[C:4]([NH:9][C:10]2[CH:11]=[C:12]([N:21]([CH2:28][C:29]3[CH:34]=[CH:33][C:32]([O:35][CH3:36])=[CH:31][CH:30]=3)[C:22]3[CH:27]=[CH:26][CH:25]=[CH:24][N:23]=3)[C:13]3[N:14]([C:16]([C:19]#[N:20])=[CH:17][N:18]=3)[N:15]=2)[CH:5]=[CH:6][C:7]=1[F:8].CCN(C(C)C)C(C)C.Cl[C:47]([O:49][CH3:50])=[O:48]. The catalyst is C1COCC1. The product is [C:19]([C:16]1[N:14]2[N:15]=[C:10]([NH:9][C:4]3[CH:5]=[CH:6][C:7]([F:8])=[C:2]([NH:1][C:47](=[O:48])[O:49][CH3:50])[CH:3]=3)[CH:11]=[C:12]([N:21]([CH2:28][C:29]3[CH:30]=[CH:31][C:32]([O:35][CH3:36])=[CH:33][CH:34]=3)[C:22]3[CH:27]=[CH:26][CH:25]=[CH:24][N:23]=3)[C:13]2=[N:18][CH:17]=1)#[N:20]. The yield is 0.163. (4) The reactants are [C:1]([O:9][CH2:10][C:11]1[CH:16]=[CH:15][CH:14]=[CH:13][C:12]=1[C:17](=[O:22])[NH:18][CH2:19][C:20]#[CH:21])(=[O:8])[C:2]1[CH:7]=[CH:6][CH:5]=[CH:4][CH:3]=1. The catalyst is C(#N)C. The product is [C:1]([O:9][CH2:10][C:11]1[CH:16]=[CH:15][CH:14]=[CH:13][C:12]=1[C:17]1[O:22][C:20]([CH3:21])=[CH:19][N:18]=1)(=[O:8])[C:2]1[CH:3]=[CH:4][CH:5]=[CH:6][CH:7]=1. The yield is 0.840.